From a dataset of Catalyst prediction with 721,799 reactions and 888 catalyst types from USPTO. Predict which catalyst facilitates the given reaction. (1) Reactant: [Si]([O:8][CH2:9][C@@H:10]1[CH2:15][CH2:14][CH2:13][C@H:12]([CH2:16][O:17][C:18]([CH3:27])([CH3:26])[C:19]([O:21][C:22]([CH3:25])([CH3:24])[CH3:23])=[O:20])[CH2:11]1)(C(C)(C)C)(C)C.O.CC(OC)(C)C. Product: [OH:8][CH2:9][C@@H:10]1[CH2:15][CH2:14][CH2:13][C@H:12]([CH2:16][O:17][C:18]([CH3:27])([CH3:26])[C:19]([O:21][C:22]([CH3:25])([CH3:24])[CH3:23])=[O:20])[CH2:11]1. The catalyst class is: 1. (2) Reactant: [Cl:1][C:2]1[CH:3]=[C:4]([C:9]2[C:10]([O:25][CH2:26][C:27]([F:30])([F:29])[F:28])=[N:11][CH:12]=[C:13]([CH:24]=2)[C:14]([NH:16][CH2:17][C:18](=O)[C:19]([F:22])([F:21])[F:20])=[O:15])[CH:5]=[CH:6][C:7]=1[Cl:8].Cl.[CH3:32][O:33][NH2:34]. Product: [Cl:1][C:2]1[CH:3]=[C:4]([C:9]2[C:10]([O:25][CH2:26][C:27]([F:30])([F:28])[F:29])=[N:11][CH:12]=[C:13]([CH:24]=2)[C:14]([NH:16][CH2:17]/[C:18](=[N:34]/[O:33][CH3:32])/[C:19]([F:20])([F:21])[F:22])=[O:15])[CH:5]=[CH:6][C:7]=1[Cl:8]. The catalyst class is: 40.